Dataset: Catalyst prediction with 721,799 reactions and 888 catalyst types from USPTO. Task: Predict which catalyst facilitates the given reaction. (1) The catalyst class is: 5. Reactant: [CH:1]12[O:8][CH:5]([CH2:6][CH2:7]1)[CH2:4][N:3]([C:9]1[CH:14]=[C:13](Cl)[N:12]=[C:11]([OH:16])[N:10]=1)[CH2:2]2.Cl.[CH:18]12[O:25][CH:22]([CH2:23][CH2:24]1)[CH2:21][NH:20][CH2:19]2.CCN(C(C)C)C(C)C. Product: [CH:1]12[O:8][CH:5]([CH2:6][CH2:7]1)[CH2:4][N:3]([C:9]1[CH:14]=[C:13]([N:20]3[CH2:19][CH:18]4[O:25][CH:22]([CH2:23][CH2:24]4)[CH2:21]3)[N:12]=[C:11]([OH:16])[N:10]=1)[CH2:2]2. (2) Reactant: [CH2:1]([O:8][N:9]1[C:14]2[N:15]=[CH:16][N:17]=[CH:18][C:13]=2[C:12]([OH:19])=[C:11]([C:20](OCC)=[O:21])[C:10]1=[O:25])[C:2]1[CH:7]=[CH:6][CH:5]=[CH:4][CH:3]=1.[CH2:26]([NH2:33])[C:27]1[CH:32]=[CH:31][CH:30]=[CH:29][CH:28]=1.C(O)(=O)CC(CC(O)=O)(C(O)=O)O. Product: [CH2:26]([NH:33][C:20]([C:11]1[C:10](=[O:25])[N:9]([O:8][CH2:1][C:2]2[CH:3]=[CH:4][CH:5]=[CH:6][CH:7]=2)[C:14]2[N:15]=[CH:16][N:17]=[CH:18][C:13]=2[C:12]=1[OH:19])=[O:21])[C:27]1[CH:32]=[CH:31][CH:30]=[CH:29][CH:28]=1. The catalyst class is: 13. (3) Reactant: [C:1]([O:5][C:6]([N:8]1[C:16]2[C:11](=[CH:12][C:13]([O:17][CH3:18])=[CH:14][CH:15]=2)[CH:10]=[C:9]1B(O)O)=[O:7])([CH3:4])([CH3:3])[CH3:2].[O-]P([O-])([O-])=O.[K+].[K+].[K+].C(Cl)Cl.Cl[C:34]1[CH:39]=[C:38]([N:40]([CH2:49][O:50][CH2:51][CH2:52][Si:53]([CH3:56])([CH3:55])[CH3:54])[CH2:41][O:42][CH2:43][CH2:44][Si:45]([CH3:48])([CH3:47])[CH3:46])[N:37]2[N:57]=[CH:58][C:59]([C:60]3[CH:61]=[N:62][C:63]([C:66]4[CH:71]=[CH:70][CH:69]=[CH:68][CH:67]=4)=[CH:64][CH:65]=3)=[C:36]2[N:35]=1. Product: [CH3:54][Si:53]([CH3:56])([CH3:55])[CH2:52][CH2:51][O:50][CH2:49][N:40]([CH2:41][O:42][CH2:43][CH2:44][Si:45]([CH3:48])([CH3:47])[CH3:46])[C:38]1[N:37]2[N:57]=[CH:58][C:59]([C:60]3[CH:61]=[N:62][C:63]([C:66]4[CH:71]=[CH:70][CH:69]=[CH:68][CH:67]=4)=[CH:64][CH:65]=3)=[C:36]2[N:35]=[C:34]([C:9]2[N:8]([C:6]([O:5][C:1]([CH3:4])([CH3:3])[CH3:2])=[O:7])[C:16]3[C:11]([CH:10]=2)=[CH:12][C:13]([O:17][CH3:18])=[CH:14][CH:15]=3)[CH:39]=1. The catalyst class is: 117. (4) The catalyst class is: 436. Reactant: [F:1][C:2]([F:15])([F:14])[CH2:3][O:4][C:5]1[N:10]=[CH:9][C:8]([C:11]([OH:13])=O)=[CH:7][CH:6]=1.Cl.CN(C)CCCN=C=NCC.[NH2:28][C:29]1[N:34]=[C:33]([N:35]([C:37]2[CH:38]=[N:39][C:40]([F:43])=[CH:41][CH:42]=2)[CH3:36])[N:32]=[C:31]([C:44](=[N:46]O)[NH2:45])[N:30]=1. Product: [F:43][C:40]1[N:39]=[CH:38][C:37]([N:35]([CH3:36])[C:33]2[N:34]=[C:29]([NH2:28])[N:30]=[C:31]([C:44]3[N:45]=[C:11]([C:8]4[CH:9]=[N:10][C:5]([O:4][CH2:3][C:2]([F:1])([F:15])[F:14])=[CH:6][CH:7]=4)[O:13][N:46]=3)[N:32]=2)=[CH:42][CH:41]=1. (5) Reactant: C([O:3][C:4](=O)[CH2:5][CH2:6][CH2:7][CH:8]1[CH2:12][CH2:11][N:10]([C:13]([O:15][C:16]([CH3:19])([CH3:18])[CH3:17])=[O:14])[CH2:9]1)C.[Li]. Product: [OH:3][CH2:4][CH2:5][CH2:6][CH2:7][CH:8]1[CH2:12][CH2:11][N:10]([C:13]([O:15][C:16]([CH3:19])([CH3:18])[CH3:17])=[O:14])[CH2:9]1. The catalyst class is: 1.